The task is: Predict the product of the given reaction.. This data is from Forward reaction prediction with 1.9M reactions from USPTO patents (1976-2016). (1) Given the reactants C([O:3][C:4](=[O:19])[CH2:5][CH:6]1[C:10]2[NH:11][C:12]3[CH:13]=[CH:14][C:15]([F:18])=[CH:16][C:17]=3[C:9]=2[CH2:8][CH2:7]1)C.CO.[OH-].[Na+], predict the reaction product. The product is: [F:18][C:15]1[CH:14]=[CH:13][C:12]2[NH:11][C:10]3[CH:6]([CH2:5][C:4]([OH:19])=[O:3])[CH2:7][CH2:8][C:9]=3[C:17]=2[CH:16]=1. (2) Given the reactants [Si:1](Cl)([C:4]([CH3:7])([CH3:6])[CH3:5])([CH3:3])[CH3:2].[Br:9][C:10]1[C:11]([CH3:20])=[C:12]2[C:16](=[CH:17][CH:18]=1)[CH:15]([OH:19])[O:14][CH2:13]2.N1C=CN=C1, predict the reaction product. The product is: [Br:9][C:10]1[C:11]([CH3:20])=[C:12]2[C:16](=[CH:17][CH:18]=1)[CH:15]([O:19][Si:1]([C:4]([CH3:7])([CH3:6])[CH3:5])([CH3:3])[CH3:2])[O:14][CH2:13]2. (3) Given the reactants [Br:1][C:2]1[S:6][C:5]([Cl:7])=[C:4]([CH2:8][C:9]2[CH:14]=[CH:13][C:12]([OH:15])=[CH:11][CH:10]=2)[CH:3]=1.I[CH2:17][CH2:18][CH3:19].C([O-])([O-])=O.[Cs+].[Cs+], predict the reaction product. The product is: [Br:1][C:2]1[S:6][C:5]([Cl:7])=[C:4]([CH2:8][C:9]2[CH:14]=[CH:13][C:12]([O:15][CH2:17][CH2:18][CH3:19])=[CH:11][CH:10]=2)[CH:3]=1. (4) Given the reactants [C:1]([C:4]1[CH:5]=[CH:6][C:7]([C:28]2[CH:33]=[CH:32][CH:31]=[CH:30][C:29]=2[F:34])=[C:8]2[C:16]=1[NH:15][C:14]1[CH:13]=[C:12]([NH:17]C(=O)OCC3C=CC=CC=3)[CH:11]=[CH:10][C:9]2=1)(=[O:3])[NH2:2].C([O-])=O.[NH4+], predict the reaction product. The product is: [NH2:17][C:12]1[CH:13]=[C:14]2[C:9]([C:8]3[C:7]([C:28]4[CH:33]=[CH:32][CH:31]=[CH:30][C:29]=4[F:34])=[CH:6][CH:5]=[C:4]([C:1]([NH2:2])=[O:3])[C:16]=3[NH:15]2)=[CH:10][CH:11]=1. (5) Given the reactants [NH2:1][C:2]1[CH:7]=[CH:6][C:5]([S:8]([N:11]([C:13]2[CH:32]=[CH:31][C:16]3[N:17]([CH2:24][CH:25]4[CH2:30][CH2:29][O:28][CH2:27][CH2:26]4)[C:18]([C:20]([CH3:23])([CH3:22])[CH3:21])=[N:19][C:15]=3[CH:14]=2)[CH3:12])(=[O:10])=[O:9])=[CH:4][CH:3]=1.[Br:33][CH2:34][C:35](Cl)=[O:36], predict the reaction product. The product is: [Br:33][CH2:34][C:35]([NH:1][C:2]1[CH:7]=[CH:6][C:5]([S:8]([N:11]([C:13]2[CH:32]=[CH:31][C:16]3[N:17]([CH2:24][CH:25]4[CH2:26][CH2:27][O:28][CH2:29][CH2:30]4)[C:18]([C:20]([CH3:23])([CH3:21])[CH3:22])=[N:19][C:15]=3[CH:14]=2)[CH3:12])(=[O:10])=[O:9])=[CH:4][CH:3]=1)=[O:36].